From a dataset of Kir2.1 potassium channel HTS with 301,493 compounds. Binary Classification. Given a drug SMILES string, predict its activity (active/inactive) in a high-throughput screening assay against a specified biological target. (1) The molecule is S(CC(=O)Nc1c(n(n(c1=O)c1ccccc1)C)C)Cc1ccc(cc1)C. The result is 0 (inactive). (2) The compound is S(c1nncc2c1cccc2)CC(=O)Nc1cc(ccc1)C(O)=O. The result is 0 (inactive).